This data is from Reaction yield outcomes from USPTO patents with 853,638 reactions. The task is: Predict the reaction yield, written as a fraction of the theoretical maximum amount of product (1.0 means a 100% yield; for example, 0.34 means a 34% yield). (1) The reactants are [Br:1][C:2]1[N:7]=[C:6]([NH:8][C@H:9]([C:11]2[CH:16]=[CH:15][CH:14]=[CH:13][CH:12]=2)[CH3:10])[C:5]([NH2:17])=[N:4][CH:3]=1.[C:18](N1C=CN=C1)(N1C=CN=C1)=[O:19]. The catalyst is C1COCC1. The product is [Br:1][C:2]1[N:7]=[C:6]2[N:8]([C@H:9]([C:11]3[CH:12]=[CH:13][CH:14]=[CH:15][CH:16]=3)[CH3:10])[C:18]([OH:19])=[N:17][C:5]2=[N:4][CH:3]=1. The yield is 0.660. (2) The reactants are Cl[C:2]1[CH:7]=[CH:6][C:5]([O:8][CH3:9])=[CH:4][CH:3]=1.[CH2:10]([NH2:17])[C:11]1[CH:16]=[CH:15][CH:14]=[CH:13][CH:12]=1.CC([O-])(C)C.[Na+].O(CCCC)CCCC. No catalyst specified. The product is [CH2:10]([NH:17][C:2]1[CH:7]=[CH:6][C:5]([O:8][CH3:9])=[CH:4][CH:3]=1)[C:11]1[CH:16]=[CH:15][CH:14]=[CH:13][CH:12]=1. The yield is 0.970. (3) The reactants are [Cl:1][C:2]1[N:7]=[CH:6][C:5]([CH2:8][O:9][C:10]2[CH:11]=[CH:12][C:13]3[O:17][C:16]([CH:18]([NH:25][C:26]4[CH:31]=[CH:30][C:29]([C:32]([NH:34][CH2:35][CH2:36][C:37]([O:39]CC)=[O:38])=[O:33])=[CH:28][CH:27]=4)[CH:19]4[CH2:24][CH2:23][CH2:22][CH2:21][CH2:20]4)=[C:15]([CH3:42])[C:14]=3[CH:43]=2)=[CH:4][CH:3]=1.[OH-].[Na+]. The catalyst is C(O)C. The product is [Cl:1][C:2]1[N:7]=[CH:6][C:5]([CH2:8][O:9][C:10]2[CH:11]=[CH:12][C:13]3[O:17][C:16]([CH:18]([NH:25][C:26]4[CH:27]=[CH:28][C:29]([C:32]([NH:34][CH2:35][CH2:36][C:37]([OH:39])=[O:38])=[O:33])=[CH:30][CH:31]=4)[CH:19]4[CH2:24][CH2:23][CH2:22][CH2:21][CH2:20]4)=[C:15]([CH3:42])[C:14]=3[CH:43]=2)=[CH:4][CH:3]=1. The yield is 0.740. (4) The reactants are [CH3:1]C(C)([O-])C.[K+].[Cl:7][C:8]1[CH:9]=[CH:10][C:11]([O:17][CH2:18][CH2:19]Cl)=[C:12]([CH:16]=1)[C:13]([O-:15])=[O:14]. The catalyst is C1COCC1. The product is [Cl:7][C:8]1[CH:9]=[CH:10][C:11]([O:17][CH:18]=[CH2:19])=[C:12]([CH:16]=1)[C:13]([O:15][CH3:1])=[O:14]. The yield is 0.340. (5) The reactants are [F:1][C:2]1[CH:7]=[CH:6][C:5]([N:8]2[C:17]3[C:12](=[N:13][CH:14]=[C:15]([CH2:18][C:19]4[CH:24]=[CH:23][C:22]([F:25])=[CH:21][CH:20]=4)[CH:16]=3)[C:11]([OH:26])=[C:10]([C:27](OCC)=[O:28])[C:9]2=[O:32])=[CH:4][CH:3]=1.[NH2:33][CH2:34][CH2:35][OH:36]. No catalyst specified. The product is [F:1][C:2]1[CH:3]=[CH:4][C:5]([N:8]2[C:17]3[C:12](=[N:13][CH:14]=[C:15]([CH2:18][C:19]4[CH:24]=[CH:23][C:22]([F:25])=[CH:21][CH:20]=4)[CH:16]=3)[C:11]([OH:26])=[C:10]([C:27]([NH:33][CH2:34][CH2:35][OH:36])=[O:28])[C:9]2=[O:32])=[CH:6][CH:7]=1. The yield is 0.870. (6) The reactants are [F:1][C:2]1[CH:3]=[C:4]([CH:27]=[CH:28][CH:29]=1)[CH2:5][N:6]1[C:18]2[CH2:17][CH2:16][CH:15]([NH:19][C:20]([CH:22]3[CH2:24][CH2:23]3)=[O:21])[CH2:14][C:13]=2[C:12]2[C:7]1=[CH:8][CH:9]=[C:10]([CH:25]=O)[CH:11]=2.[O:30]([NH2:32])[CH3:31].[OH-].[Na+]. The catalyst is CCO.O. The product is [F:1][C:2]1[CH:3]=[C:4]([CH:27]=[CH:28][CH:29]=1)[CH2:5][N:6]1[C:18]2[CH2:17][CH2:16][CH:15]([NH:19][C:20]([CH:22]3[CH2:24][CH2:23]3)=[O:21])[CH2:14][C:13]=2[C:12]2[C:7]1=[CH:8][CH:9]=[C:10]([CH:25]=[N:32][O:30][CH3:31])[CH:11]=2. The yield is 0.610. (7) The reactants are [NH2:1][C:2]1[CH:7]=[CH:6][C:5]([CH:8]2[CH2:11][O:10][CH2:9]2)=[CH:4][C:3]=1[NH:12][C:13](=O)[CH2:14][CH2:15][CH:16]1[CH2:19][CH:18]([N:20]([CH2:22][C@@H:23]2[C@@H:30]3[C@@H:26]([O:27][C:28]([CH3:32])([CH3:31])[O:29]3)[C@H:25]([N:33]3[CH:41]=[N:40][C:39]4[C:34]3=[N:35][CH:36]=[N:37][C:38]=4[NH2:42])[O:24]2)[CH3:21])[CH2:17]1.C(O)(=O)C. The catalyst is C(Cl)Cl. The product is [CH3:31][C:28]1([CH3:32])[O:29][C@@H:30]2[C@@H:23]([CH2:22][N:20]([CH3:21])[CH:18]3[CH2:17][CH:16]([CH2:15][CH2:14][C:13]4[NH:1][C:2]5[CH:7]=[CH:6][C:5]([CH:8]6[CH2:9][O:10][CH2:11]6)=[CH:4][C:3]=5[N:12]=4)[CH2:19]3)[O:24][C@@H:25]([N:33]3[CH:41]=[N:40][C:39]4[C:34]3=[N:35][CH:36]=[N:37][C:38]=4[NH2:42])[C@@H:26]2[O:27]1. The yield is 0.650. (8) The reactants are N1CCCCC1.[CH3:7][O:8][C:9]1[C:53]([O:54][CH2:55][CH2:56][CH2:57][O:58][C:59]2[C:60]([O:84][CH3:85])=[CH:61][C:62]3[C:68](=[O:69])[N:67]4[CH:70]=[C:71]([CH3:73])[CH2:72][C@H:66]4[C:65](=[O:74])[N:64]([CH2:75][O:76][CH2:77][CH2:78][Si:79]([CH3:82])([CH3:81])[CH3:80])[C:63]=3[CH:83]=2)=[CH:52][C:12]2[N:13]([CH2:44][O:45][CH2:46][CH2:47][Si:48]([CH3:51])([CH3:50])[CH3:49])[C:14](=[O:43])[C@@H:15]3[CH2:21][C:20](/[CH:22]=[CH:23]/[CH2:24][NH:25]C(=O)OCC4C5C=CC=CC=5C5C4=CC=CC=5)=[CH:19][N:16]3[C:17](=[O:18])[C:11]=2[CH:10]=1. The catalyst is CN(C=O)C. The product is [NH2:25][CH2:24]/[CH:23]=[CH:22]/[C:20]1[CH2:21][C@H:15]2[C:14](=[O:43])[N:13]([CH2:44][O:45][CH2:46][CH2:47][Si:48]([CH3:50])([CH3:49])[CH3:51])[C:12]3[CH:52]=[C:53]([O:54][CH2:55][CH2:56][CH2:57][O:58][C:59]4[C:60]([O:84][CH3:85])=[CH:61][C:62]5[C:68](=[O:69])[N:67]6[CH:70]=[C:71]([CH3:73])[CH2:72][C@H:66]6[C:65](=[O:74])[N:64]([CH2:75][O:76][CH2:77][CH2:78][Si:79]([CH3:80])([CH3:82])[CH3:81])[C:63]=5[CH:83]=4)[C:9]([O:8][CH3:7])=[CH:10][C:11]=3[C:17](=[O:18])[N:16]2[CH:19]=1. The yield is 1.00. (9) The reactants are [Cl:1][C:2]1[CH:3]=[C:4]([C:8]2[NH:12][N:11]=[C:10]([CH3:13])[C:9]=2[NH2:14])[CH:5]=[CH:6][CH:7]=1.[N:15]1[N:19]2[CH:20]=[CH:21][CH:22]=[N:23][C:18]2=[C:17]([C:24](O)=[O:25])[CH:16]=1.F[P-](F)(F)(F)(F)F.N1(O[P+](N2CCCC2)(N2CCCC2)N2CCCC2)C2N=CC=CC=2N=N1.C(N(CC)C(C)C)(C)C. The catalyst is CN(C)C1C=CN=CC=1.CN(C)C=O. The product is [Cl:1][C:2]1[CH:3]=[C:4]([C:8]2[C:9]([NH:14][C:24]([C:17]3[CH:16]=[N:15][N:19]4[CH:20]=[CH:21][CH:22]=[N:23][C:18]=34)=[O:25])=[C:10]([CH3:13])[NH:11][N:12]=2)[CH:5]=[CH:6][CH:7]=1. The yield is 0.450.